Dataset: Catalyst prediction with 721,799 reactions and 888 catalyst types from USPTO. Task: Predict which catalyst facilitates the given reaction. Reactant: [CH3:1][N:2]([CH3:30])[C:3]1([C:24]2[CH:29]=[CH:28][CH:27]=[CH:26][N:25]=2)[CH2:8][CH2:7][CH:6]([CH2:9][C:10]([NH:12][CH2:13][CH2:14][C:15]2[C:23]3[C:18](=[CH:19][CH:20]=[CH:21][CH:22]=3)[NH:17][CH:16]=2)=[O:11])[CH2:5][CH2:4]1.[Cl:31][Si](C)(C)C. Product: [ClH:31].[CH3:30][N:2]([CH3:1])[C:3]1([C:24]2[CH:29]=[CH:28][CH:27]=[CH:26][N:25]=2)[CH2:4][CH2:5][CH:6]([CH2:9][C:10]([NH:12][CH2:13][CH2:14][C:15]2[C:23]3[C:18](=[CH:19][CH:20]=[CH:21][CH:22]=3)[NH:17][CH:16]=2)=[O:11])[CH2:7][CH2:8]1. The catalyst class is: 573.